Dataset: Full USPTO retrosynthesis dataset with 1.9M reactions from patents (1976-2016). Task: Predict the reactants needed to synthesize the given product. (1) Given the product [CH:48]1[C:61]2[NH:60][C:59]3[C:58](=[CH:57][CH:56]=[CH:55][CH:54]=3)[S:53][C:52]=2[CH:51]=[CH:50][C:49]=1[O:62][CH2:63][C:64]([NH:66][CH2:67][C:72]([N:74]([CH2:1][CH:2]([CH3:15])[CH3:3])[CH2:75][C:80]([NH:82][C@H:83]1[CH2:87][CH2:86][O:85][CH:84]1[O:88][CH3:89])=[O:81])=[O:73])=[O:65], predict the reactants needed to synthesize it. The reactants are: [CH:1]1C2NC3C(=CC=CC=3)SC=2C=[CH:3][C:2]=1[C:15](N[C@H](C(N[C@H](C(N[C@H](C(N[C@H]1CCOC1O)=O)CC(C)C)=O)CC(C)C)=O)CC(C)C)=O.[CH:48]1[C:61]2[NH:60][C:59]3[C:54](=[CH:55][CH:56]=[CH:57][CH:58]=3)[S:53][C:52]=2[CH:51]=[CH:50][C:49]=1[O:62][CH2:63][C:64]([NH:66][C@H:67]([C:72]([NH:74][C@H:75]([C:80]([NH:82][C@H:83]1[CH2:87][CH2:86][O:85][CH:84]1[O:88][CH3:89])=[O:81])CC(C)C)=[O:73])CC(C)C)=[O:65]. (2) Given the product [F:31][C:32]1[CH:33]=[C:34]([NH:39][C:40](=[O:63])[NH:41][C:42]2[CH:43]=[CH:44][C:45]([C:48]3[S:52][C:51]([CH:53]4[CH2:54][CH2:55][CH:56]([C:59]([OH:61])=[O:60])[CH2:57][CH2:58]4)=[N:50][CH:49]=3)=[CH:46][CH:47]=2)[CH:35]=[CH:36][C:37]=1[F:38], predict the reactants needed to synthesize it. The reactants are: FC(F)(F)C1C=C(NC(=O)NC2C=CC(C3SC(CCC(O)=O)=NC=3)=CC=2)C=CC=1.[F:31][C:32]1[CH:33]=[C:34]([NH:39][C:40](=[O:63])[NH:41][C:42]2[CH:47]=[CH:46][C:45]([C:48]3[S:52][C:51]([CH:53]4[CH2:58][CH2:57][CH:56]([C:59]([O:61]C)=[O:60])[CH2:55][CH2:54]4)=[N:50][CH:49]=3)=[CH:44][CH:43]=2)[CH:35]=[CH:36][C:37]=1[F:38]. (3) Given the product [ClH:43].[C:1]([C:5]1[O:9][N:8]=[C:7]([NH:10][C:11](=[O:42])[NH:12][C:13]2[CH:18]=[CH:17][C:16]([NH:19][C:20](=[O:21])[C:22]3[CH:27]=[C:26]([O:28][CH:29]4[CH2:30][CH2:31][NH:32][CH2:33][CH2:34]4)[CH:25]=[CH:24][N:23]=3)=[CH:15][CH:14]=2)[CH:6]=1)([CH3:4])([CH3:2])[CH3:3], predict the reactants needed to synthesize it. The reactants are: [C:1]([C:5]1[O:9][N:8]=[C:7]([NH:10][C:11](=[O:42])[NH:12][C:13]2[CH:18]=[CH:17][C:16]([NH:19][C:20]([C:22]3[CH:27]=[C:26]([O:28][CH:29]4[CH2:34][CH2:33][N:32](C(OC(C)(C)C)=O)[CH2:31][CH2:30]4)[CH:25]=[CH:24][N:23]=3)=[O:21])=[CH:15][CH:14]=2)[CH:6]=1)([CH3:4])([CH3:3])[CH3:2].[ClH:43].O1CCOCC1. (4) The reactants are: [CH2:1]([O:3][C:4](=[O:8])[CH2:5][N+:6]#[C-:7])[CH3:2].CO[CH:11](OC)[N:12]([CH3:14])[CH3:13]. Given the product [CH2:1]([O:3][C:4](=[O:8])/[C:5](/[N+:6]#[C-:7])=[CH:11]/[N:12]([CH3:14])[CH3:13])[CH3:2], predict the reactants needed to synthesize it.